Task: Predict the reactants needed to synthesize the given product.. Dataset: Retrosynthesis with 50K atom-mapped reactions and 10 reaction types from USPTO (1) Given the product O=C(O)/C=C/C(=O)O, predict the reactants needed to synthesize it. The reactants are: CN1CC(CCCl)N(C)c2nc3ccccc3n2C1=O.CN1CCNCC1. (2) Given the product CCOC(=O)/C=C/c1cnccc1-c1ccc(OC)cc1, predict the reactants needed to synthesize it. The reactants are: CCOC(=O)CP(=O)(OCC)OCC.COc1ccc(-c2ccncc2C=O)cc1.